From a dataset of Full USPTO retrosynthesis dataset with 1.9M reactions from patents (1976-2016). Predict the reactants needed to synthesize the given product. (1) Given the product [CH3:1][O:5][C:6]([NH:8][C@H:9]([C:63]1[CH:68]=[CH:67][CH:66]=[CH:65][CH:64]=1)[C:10]([N:12]1[CH2:16][C@@H:15]([CH2:17][O:18][CH3:19])[CH2:14][C@H:13]1[C:20]1[NH:24][C:23]2[C:25]3[C:30]([CH:31]=[CH:32][C:22]=2[N:21]=1)=[CH:29][C:28]([C:33]1[CH:62]=[CH:61][C:60]([C:39]2[NH:40][C:41]([C@@H:43]4[CH2:47][CH2:46][CH2:45][N:44]4[C:49](=[O:59])[C@H:50]([NH:54][C:55](=[O:58])[O:56][CH3:57])[CH:51]([CH3:52])[CH3:53])=[N:42][CH:38]=2)=[CH:35][C:34]=1[O:71][CH:70]([F:127])[F:69])=[CH:27][CH:26]=3)=[O:11])=[O:7], predict the reactants needed to synthesize it. The reactants are: [C:1]([O:5][C:6]([NH:8][C@H:9]([C:63]1[CH:68]=[CH:67][CH:66]=[CH:65][CH:64]=1)[C:10]([N:12]1[CH2:16][C@@H:15]([CH2:17][O:18][CH3:19])[CH2:14][C@H:13]1[C:20]1[NH:24][C:23]2[C:25]3[C:30]([CH:31]=[CH:32][C:22]=2[N:21]=1)=[CH:29][C:28]([C:33]1[CH:34]=[C:35]2[C:60](=[CH:61][CH:62]=1)[C:39]1[NH:40][C:41]([C@@H:43]4[CH2:47][C@H:46](C)[CH2:45][N:44]4[C:49](=[O:59])[C@@H:50]([NH:54][C:55](=[O:58])[O:56][CH3:57])[CH:51]([CH3:53])[CH3:52])=[N:42][C:38]=1C=C2)=[CH:27][CH:26]=3)=[O:11])=[O:7])(C)(C)C.[F:69][CH:70]([F:127])[O:71]C1C=C(C2NC([C@@H]3CCCN3C(=O)[C@@H](NC(OC)=O)C(C)C)=NC=2)C=CC=1C1C=C2C(=CC=1)C1NC([C@@H]3C[C@H](COC)CN3C(OC(C)(C)C)=O)=NC=1C=C2.C(OC(N[C@H](C1C=CC=CC=1)C(O)=O)=O)(C)(C)C.COC(N[C@H](C1C=CC=CC=1)C(O)=O)=O. (2) Given the product [CH2:26]([N:10]1[C:9]2[N:8]=[C:7]([CH2:6][C:5]3[CH:4]=[CH:3][C:2]([NH:1][S:40]([C:34]4[C:35]([CH3:39])=[CH:36][CH:37]=[CH:38][C:33]=4[Cl:32])(=[O:41])=[O:42])=[CH:31][CH:30]=3)[NH:15][C:14]=2[C:13](=[O:16])[N:12]([CH2:17][C:18]2[CH:23]=[CH:22][CH:21]=[CH:20][C:19]=2[F:24])[C:11]1=[O:25])[CH2:27][CH2:28][CH3:29], predict the reactants needed to synthesize it. The reactants are: [NH2:1][C:2]1[CH:31]=[CH:30][C:5]([CH2:6][C:7]2[NH:15][C:14]3[C:13](=[O:16])[N:12]([CH2:17][C:18]4[CH:23]=[CH:22][CH:21]=[CH:20][C:19]=4[F:24])[C:11](=[O:25])[N:10]([CH2:26][CH2:27][CH2:28][CH3:29])[C:9]=3[N:8]=2)=[CH:4][CH:3]=1.[Cl:32][C:33]1[CH:38]=[CH:37][CH:36]=[C:35]([CH3:39])[C:34]=1[S:40](Cl)(=[O:42])=[O:41]. (3) The reactants are: C([O:3][C:4]([C:6]1[S:7][C:8]([C:13](O)=[O:14])=[C:9]([CH3:12])[C:10]=1[CH3:11])=[O:5])C.[H-].C([Al+]CC(C)C)C(C)C. Given the product [OH:14][CH2:13][C:8]1[S:7][C:6]([C:4]([OH:5])=[O:3])=[C:10]([CH3:11])[C:9]=1[CH3:12], predict the reactants needed to synthesize it. (4) Given the product [ClH:49].[ClH:49].[ClH:49].[S:1]1[C:5]2[CH:6]=[C:7]([NH:10][C:11]3[C:12]4[CH:19]=[C:18]([C:31]5[CH2:32][CH2:33][NH:28][CH2:29][CH:30]=5)[NH:17][C:13]=4[N:14]=[CH:15][N:16]=3)[CH:8]=[CH:9][C:4]=2[N:3]=[CH:2]1, predict the reactants needed to synthesize it. The reactants are: [S:1]1[C:5]2[CH:6]=[C:7]([NH:10][C:11]3[C:12]4[CH:19]=[C:18](I)[NH:17][C:13]=4[N:14]=[CH:15][N:16]=3)[CH:8]=[CH:9][C:4]=2[N:3]=[CH:2]1.C(OC([N:28]1[CH2:33][CH:32]=[C:31](B2OC(C)(C)C(C)(C)O2)[CH2:30][CH2:29]1)=O)(C)(C)C.C(=O)([O-])[O-].[K+].[K+].[ClH:49].O1CCOCC1.